Dataset: Full USPTO retrosynthesis dataset with 1.9M reactions from patents (1976-2016). Task: Predict the reactants needed to synthesize the given product. (1) Given the product [C:29]([C:4]1[C:3](=[O:26])[C@@H:2]([CH3:1])[C@@H:11]2[CH2:10][CH2:9][C:8]3[CH:46]=[N:45][CH:48]=[N:38][C:7]=3[C@@:6]2([C:13]2[CH:14]=[C:15]([CH:20]=[CH:21][CH:22]=2)[C:16]([O:18][CH3:19])=[O:17])[CH:5]=1)#[N:28], predict the reactants needed to synthesize it. The reactants are: [CH3:1][C@H:2]1[C@H:11]2[C@@:6]([C:13]3[CH:14]=[C:15]([CH:20]=[CH:21][CH:22]=3)[C:16]([O:18][CH3:19])=[O:17])([C:7](=O)[CH2:8][CH2:9][CH2:10]2)[CH2:5][CH2:4][C:3]21[O:26]CCO2.Br[N:28]1C(C)(C)C(=O)N(Br)[C:29]1=O.[N:38]1C=CC=CC=1.C[N:45]([CH3:48])[CH:46]=O. (2) Given the product [Cl:26][C:22]1[CH:21]=[C:20]([C:5]2[CH:6]=[CH:7][C:2]([F:1])=[CH:3][C:4]=2[O:11][CH3:12])[CH:25]=[CH:24][N:23]=1, predict the reactants needed to synthesize it. The reactants are: [F:1][C:2]1[CH:7]=[CH:6][C:5](B(O)O)=[C:4]([O:11][CH3:12])[CH:3]=1.C(=O)([O-])[O-].[Na+].[Na+].Br[C:20]1[CH:25]=[CH:24][N:23]=[C:22]([Cl:26])[CH:21]=1.